Task: Regression/Classification. Given a drug SMILES string, predict its absorption, distribution, metabolism, or excretion properties. Task type varies by dataset: regression for continuous measurements (e.g., permeability, clearance, half-life) or binary classification for categorical outcomes (e.g., BBB penetration, CYP inhibition). For this dataset (solubility_aqsoldb), we predict Y.. Dataset: Aqueous solubility values for 9,982 compounds from the AqSolDB database (1) The Y is -3.42 log mol/L. The drug is CCCCC(CC)C(=O)OCC. (2) The molecule is CCCCCCCc1ccc(O)cc1. The Y is -3.66 log mol/L. (3) The compound is CC(=O)OCSc1ncnc2[nH]cnc12. The Y is -2.15 log mol/L. (4) The compound is CC(C)(C)NCC(O)COc1cccc2c1C[C@H](O)[C@H](O)C2. The Y is -1.57 log mol/L. (5) The molecule is ClC1(Cl)C2(Cl)C3(Cl)C4(Cl)C(Cl)(Cl)C5(Cl)C3(Cl)C1(Cl)C5(Cl)C24Cl. The Y is -6.81 log mol/L. (6) The compound is CCCN(CCC)N=O. The Y is -1.00 log mol/L.